Dataset: Full USPTO retrosynthesis dataset with 1.9M reactions from patents (1976-2016). Task: Predict the reactants needed to synthesize the given product. Given the product [NH2:25][C:22]1[O:23][CH2:24][C@:18]2([N:21]=1)[C:19]1[CH:20]=[C:7]([C:39]3[CH:40]=[N:35][CH:36]=[N:37][CH:38]=3)[C:8]([F:32])=[CH:9][C:10]=1[O:11][C:12]1[C:17]2=[CH:16][C:15]([C:26]#[C:27][C:28]([CH3:29])([OH:31])[CH3:30])=[CH:14][CH:13]=1, predict the reactants needed to synthesize it. The reactants are: FC(F)(F)S(O[C:7]1[CH:20]=[C:19]2[C:10]([O:11][C:12]3[CH:13]=[CH:14][C:15]([C:26]#[C:27][C:28]([OH:31])([CH3:30])[CH3:29])=[CH:16][C:17]=3[C@@:18]32[CH2:24][O:23][C:22]([NH2:25])=[N:21]3)=[CH:9][C:8]=1[F:32])(=O)=O.[N:35]1[CH:40]=[C:39](B(O)O)[CH:38]=[N:37][CH:36]=1.C(=O)([O-])[O-].[K+].[K+].O.